From a dataset of Catalyst prediction with 721,799 reactions and 888 catalyst types from USPTO. Predict which catalyst facilitates the given reaction. (1) Reactant: [Cl:1][C:2]1[C:3]([CH3:13])=[C:4]([I:12])[C:5]([OH:11])=[C:6]([C:8](=[O:10])[CH3:9])[CH:7]=1.S(OC)(O[CH3:18])(=O)=O.C(=O)([O-])[O-].[K+].[K+]. Product: [Cl:1][C:2]1[C:3]([CH3:13])=[C:4]([I:12])[C:5]([O:11][CH3:18])=[C:6]([C:8](=[O:10])[CH3:9])[CH:7]=1. The catalyst class is: 21. (2) Reactant: [F:1][C:2]1[CH:7]=[CH:6][CH:5]=[C:4]([F:8])[C:3]=1[N:9]1[C:14]2[N:15]=[C:16](S(C)(=O)=O)[N:17]=[C:18]([C:19]3[CH:20]=[C:21]([CH:28]=[CH:29][C:30]=3[CH3:31])[C:22]([NH:24][CH2:25][CH2:26][CH3:27])=[O:23])[C:13]=2[CH2:12][NH:11][C:10]1=[O:36].Cl.[Cl:38][CH2:39][CH2:40][CH2:41][NH2:42].C(N(CC)CC)C. Product: [Cl:38][CH2:39][CH2:40][CH2:41][NH:42][C:16]1[N:17]=[C:18]([C:19]2[CH:20]=[C:21]([CH:28]=[CH:29][C:30]=2[CH3:31])[C:22]([NH:24][CH2:25][CH2:26][CH3:27])=[O:23])[C:13]2[CH2:12][NH:11][C:10](=[O:36])[N:9]([C:3]3[C:2]([F:1])=[CH:7][CH:6]=[CH:5][C:4]=3[F:8])[C:14]=2[N:15]=1. The catalyst class is: 3. (3) Reactant: [CH3:1][N:2]1[CH2:6][C:5]23[CH:11]([CH2:12][CH2:13][CH:4]2[CH2:3]1)[C:10]1[CH:14]=[CH:15][C:16](OS(C(F)(F)F)(=O)=O)=[CH:17][C:9]=1[CH2:8][CH2:7]3.[C:26]([C:28]1[CH:33]=[CH:32][C:31](B(O)O)=[CH:30][CH:29]=1)#[N:27].C([O-])([O-])=O.[Na+].[Na+]. Product: [CH3:1][N:2]1[CH2:6][C:5]23[CH:11]([CH2:12][CH2:13][CH:4]2[CH2:3]1)[C:10]1[CH:14]=[CH:15][C:16]([C:31]2[CH:32]=[CH:33][C:28]([C:26]#[N:27])=[CH:29][CH:30]=2)=[CH:17][C:9]=1[CH2:8][CH2:7]3. The catalyst class is: 335.